Dataset: Peptide-MHC class I binding affinity with 185,985 pairs from IEDB/IMGT. Task: Regression. Given a peptide amino acid sequence and an MHC pseudo amino acid sequence, predict their binding affinity value. This is MHC class I binding data. (1) The peptide sequence is FQPQNGQDI. The MHC is H-2-Kb with pseudo-sequence H-2-Kb. The binding affinity (normalized) is 0.0258. (2) The peptide sequence is RESREKPYKEV. The MHC is Mamu-B01 with pseudo-sequence Mamu-B01. The binding affinity (normalized) is 0. (3) The peptide sequence is IVPDADPPI. The MHC is HLA-A02:06 with pseudo-sequence HLA-A02:06. The binding affinity (normalized) is 0.481.